From a dataset of Forward reaction prediction with 1.9M reactions from USPTO patents (1976-2016). Predict the product of the given reaction. (1) Given the reactants C[O:2][C:3](=[O:39])[CH:4]([NH:31][C:32]([O:34][C:35]([CH3:38])([CH3:37])[CH3:36])=[O:33])[CH2:5][C:6]1[CH:11]=[CH:10][C:9]([C:12]2[CH:17]=[CH:16][C:15]([C:18]3[C:23]4[O:24][C:25]5[CH:30]=[CH:29][CH:28]=[CH:27][C:26]=5[C:22]=4[CH:21]=[CH:20][CH:19]=3)=[CH:14][CH:13]=2)=[CH:8][CH:7]=1.[OH-].[K+].Cl, predict the reaction product. The product is: [C:35]([O:34][C:32]([NH:31][CH:4]([CH2:5][C:6]1[CH:11]=[CH:10][C:9]([C:12]2[CH:17]=[CH:16][C:15]([C:18]3[C:23]4[O:24][C:25]5[CH:30]=[CH:29][CH:28]=[CH:27][C:26]=5[C:22]=4[CH:21]=[CH:20][CH:19]=3)=[CH:14][CH:13]=2)=[CH:8][CH:7]=1)[C:3]([OH:39])=[O:2])=[O:33])([CH3:38])([CH3:36])[CH3:37]. (2) Given the reactants [BH4-].[Na+].[O:3]=[C:4]1[CH2:13][CH2:12][CH2:11][C:10]2[CH:9]=[C:8]([O:14][C:15]3[CH:23]=[CH:22][C:18]([C:19]([NH2:21])=[O:20])=[CH:17][N:16]=3)[CH:7]=[CH:6][C:5]1=2, predict the reaction product. The product is: [OH:3][CH:4]1[CH2:13][CH2:12][CH2:11][C:10]2[CH:9]=[C:8]([O:14][C:15]3[CH:23]=[CH:22][C:18]([C:19]([NH2:21])=[O:20])=[CH:17][N:16]=3)[CH:7]=[CH:6][C:5]1=2. (3) Given the reactants [CH3:1][S:2](Cl)(=[O:4])=[O:3].[NH:6]1[CH2:9][CH:8]([C:10]2[CH:15]=[CH:14][C:13]([N:16]([CH3:27])[C:17]3[N:22]=[CH:21][C:20]4[N:23]=[CH:24][N:25]([CH3:26])[C:19]=4[CH:18]=3)=[C:12]([F:28])[CH:11]=2)[CH2:7]1.C(N(CC)CC)C, predict the reaction product. The product is: [F:28][C:12]1[CH:11]=[C:10]([CH:8]2[CH2:9][N:6]([S:2]([CH3:1])(=[O:4])=[O:3])[CH2:7]2)[CH:15]=[CH:14][C:13]=1[N:16]([CH3:27])[C:17]1[N:22]=[CH:21][C:20]2[N:23]=[CH:24][N:25]([CH3:26])[C:19]=2[CH:18]=1. (4) Given the reactants Cl[CH2:2][CH2:3][NH:4][CH2:5][C:6]1[NH:7][C:8](=[O:31])[C:9]2[C:10](=[N:12][N:13]([CH2:22][C:23]3[CH:28]=[CH:27][C:26]([O:29][CH3:30])=[CH:25][CH:24]=3)[C:14]=2[NH:15]C2C=CC=CC=2)[N:11]=1.C(=O)([O-])[O-].[Cs+].[Cs+], predict the reaction product. The product is: [CH3:30][O:29][C:26]1[CH:25]=[CH:24][C:23]([CH2:22][N:13]2[C:14]3[N:15]=[C:2]4[CH2:3][NH:4][CH2:5][CH2:6][N:7]4[C:8](=[O:31])[C:9]=3[C:10]([NH:11][C:23]3[CH:28]=[CH:27][CH:26]=[CH:25][CH:24]=3)=[N:12]2)=[CH:28][CH:27]=1.